From a dataset of Catalyst prediction with 721,799 reactions and 888 catalyst types from USPTO. Predict which catalyst facilitates the given reaction. (1) Reactant: [CH3:1][C:2]1[C:6]2[CH:7]=[CH:8][C:9]([C:11]([F:14])([F:13])[F:12])=[CH:10][C:5]=2[S:4][C:3]=1[CH:15]([O:26][CH2:27][CH:28]=[CH2:29])[CH2:16][CH2:17][O:18]CC1C=CC=CC=1. Product: [CH3:1][C:2]1[C:6]2[CH:7]=[CH:8][C:9]([C:11]([F:12])([F:13])[F:14])=[CH:10][C:5]=2[S:4][C:3]=1[CH:15]([O:26][CH2:27][CH2:28][CH3:29])[CH2:16][CH2:17][OH:18]. The catalyst class is: 99. (2) Reactant: [OH:1][C:2]1[CH:3]=[C:4]([CH:9]=[C:10]([O:12][C@H:13]2[CH2:17][CH2:16][O:15][CH2:14]2)[CH:11]=1)[C:5]([O:7][CH3:8])=[O:6].F[C:19]1[CH:30]=[CH:29][C:22]2[C:23](=[O:28])[N:24]([CH3:27])[CH2:25][O:26][C:21]=2[CH:20]=1.C(=O)([O-])[O-].[K+].[K+].C(OCC)(=O)C. Product: [CH3:27][N:24]1[C:23](=[O:28])[C:22]2[CH:29]=[CH:30][C:19]([O:1][C:2]3[CH:3]=[C:4]([CH:9]=[C:10]([O:12][C@H:13]4[CH2:17][CH2:16][O:15][CH2:14]4)[CH:11]=3)[C:5]([O:7][CH3:8])=[O:6])=[CH:20][C:21]=2[O:26][CH2:25]1. The catalyst class is: 10. (3) Reactant: [H-].[Al+3].[Li+].[H-].[H-].[H-].[NH2:7][C@@H:8]([C:14]1[CH:19]=[CH:18][CH:17]=[CH:16][CH:15]=1)[C@H:9]([CH3:13])[C:10]([NH2:12])=O. Product: [CH3:13][C@@H:9]([C@H:8]([C:14]1[CH:19]=[CH:18][CH:17]=[CH:16][CH:15]=1)[NH2:7])[CH2:10][NH2:12]. The catalyst class is: 7. (4) Reactant: C([SiH](CC)CC)C.[CH2:8]([C:10]1[O:11][C:12]2[CH:26]=[CH:25][CH:24]=[CH:23][C:13]=2[C:14]=1[CH:15]([C:17]1[CH:22]=[CH:21][CH:20]=[CH:19][CH:18]=1)O)[CH3:9].FC(F)(F)C(O)=O. Product: [CH2:15]([C:14]1[C:13]2[CH:23]=[CH:24][CH:25]=[CH:26][C:12]=2[O:11][C:10]=1[CH2:8][CH3:9])[C:17]1[CH:18]=[CH:19][CH:20]=[CH:21][CH:22]=1. The catalyst class is: 2. (5) Product: [CH3:16][C:13]1([CH3:15])[C:12]([CH3:17])([CH3:18])[O:11][B:10]([C:20]2[CH:21]=[CH:22][C:23]([S:26]([N:29]3[CH2:36][CH2:35][N:34]([C:37]([O:39][C:40]([CH3:43])([CH3:42])[CH3:41])=[O:38])[CH2:33][C:30]43[CH2:31][CH2:32]4)(=[O:28])=[O:27])=[CH:24][CH:25]=2)[O:14]1. Reactant: [B:10]1([B:10]2[O:14][C:13]([CH3:16])([CH3:15])[C:12]([CH3:18])([CH3:17])[O:11]2)[O:14][C:13]([CH3:16])([CH3:15])[C:12]([CH3:18])([CH3:17])[O:11]1.Br[C:20]1[CH:25]=[CH:24][C:23]([S:26]([N:29]2[CH2:36][CH2:35][N:34]([C:37]([O:39][C:40]([CH3:43])([CH3:42])[CH3:41])=[O:38])[CH2:33][C:30]32[CH2:32][CH2:31]3)(=[O:28])=[O:27])=[CH:22][CH:21]=1.C([O-])(=O)C.[K+]. The catalyst class is: 75. (6) Reactant: [F:1][C:2]1[CH:11]=[CH:10][C:9]([O:12]C)=[C:8]2[C:3]=1[C:4](=[O:22])[C:5]([C:14]1[CH:19]=[CH:18][C:17]([O:20]C)=[CH:16][CH:15]=1)=[CH:6][NH:7]2.B(Br)(Br)Br. Product: [F:1][C:2]1[CH:11]=[CH:10][C:9]([OH:12])=[C:8]2[C:3]=1[C:4](=[O:22])[C:5]([C:14]1[CH:19]=[CH:18][C:17]([OH:20])=[CH:16][CH:15]=1)=[CH:6][NH:7]2. The catalyst class is: 4. (7) Reactant: Cl.N1C=CC=CC=1.[Cl:8][C:9]1[CH:14]=[CH:13][CH:12]=[CH:11][C:10]=1[C:15]1[O:16][C:17]2[C:22]([C:23](=[O:25])[CH:24]=1)=[C:21]([O:26]C)[CH:20]=[C:19]([O:28]C)[C:18]=2[C@@H:30]1[CH2:34][CH2:33][N:32]([CH3:35])[C@H:31]1[CH2:36][OH:37].C(=O)([O-])[O-].[Na+].[Na+]. Product: [Cl:8][C:9]1[CH:14]=[CH:13][CH:12]=[CH:11][C:10]=1[C:15]1[O:16][C:17]2[C:22]([C:23](=[O:25])[CH:24]=1)=[C:21]([OH:26])[CH:20]=[C:19]([OH:28])[C:18]=2[C@@H:30]1[CH2:34][CH2:33][N:32]([CH3:35])[C@H:31]1[CH2:36][OH:37]. The catalyst class is: 5. (8) Reactant: [NH:1]1[C:9]2[C:8]([NH2:10])=[N:7][CH:6]=[N:5][C:4]=2[CH:3]=[N:2]1.[I:11]N1C(=O)CCC1=O. Product: [I:11][C:3]1[C:4]2[N:5]=[CH:6][N:7]=[C:8]([NH2:10])[C:9]=2[NH:1][N:2]=1. The catalyst class is: 9. (9) Reactant: CN(C)CCN(C)C.Cl[C:10]([O:12][CH2:13][CH2:14][O:15][CH3:16])=[O:11].[CH3:17][CH:18]1[CH2:27][C:26]2[N:25]=[N:24][C:23]([C:28]3[CH:33]=[CH:32][CH:31]=[C:30]([C:34]([F:37])([F:36])[F:35])[CH:29]=3)=[CH:22][C:21]=2[CH:20]([OH:38])[CH2:19]1.C(=O)([O-])O.[Na+]. Product: [CH3:16][O:15][CH2:14][CH2:13][O:12][C:10]([O:38][CH:20]1[CH2:19][CH:18]([CH3:17])[CH2:27][C:26]2[N:25]=[N:24][C:23]([C:28]3[CH:33]=[CH:32][CH:31]=[C:30]([C:34]([F:37])([F:36])[F:35])[CH:29]=3)=[CH:22][C:21]1=2)=[O:11]. The catalyst class is: 4. (10) Reactant: [OH:1][CH2:2][CH2:3][C:4]1[CH:5]=[C:6]([CH:28]=[CH:29][CH:30]=1)[CH2:7][CH2:8][N:9]1[CH2:12][C:11]2([CH2:17][N:16]([C:18]([C:20]3[N:21]=[C:22]([CH:25]([CH3:27])[CH3:26])[S:23][CH:24]=3)=[O:19])[CH2:15][CH2:14][O:13]2)[CH2:10]1.[C:31]([O:35][C:36]([CH3:39])([CH3:38])[CH3:37])(=[O:34])[CH:32]=[CH2:33].[OH-].C([N+](C)(C)C)C1C=CC=CC=1. Product: [CH:25]([C:22]1[S:23][CH:24]=[C:20]([C:18]([N:16]2[CH2:17][C:11]3([CH2:10][N:9]([CH2:8][CH2:7][C:6]4[CH:5]=[C:4]([CH:30]=[CH:29][CH:28]=4)[CH2:3][CH2:2][O:1][CH2:33][CH2:32][C:31]([O:35][C:36]([CH3:39])([CH3:38])[CH3:37])=[O:34])[CH2:12]3)[O:13][CH2:14][CH2:15]2)=[O:19])[N:21]=1)([CH3:27])[CH3:26]. The catalyst class is: 10.